Dataset: Full USPTO retrosynthesis dataset with 1.9M reactions from patents (1976-2016). Task: Predict the reactants needed to synthesize the given product. Given the product [CH2:17]([C:12]1[CH:13]=[CH:14][CH:15]=[CH:16][C:11]=1[NH:10][C:8]([C:3]1[C:4]([CH3:7])=[N:5][S:6][C:2]=1[NH:1][C:20]1[CH:21]=[C:22]([NH:26][CH3:27])[N:23]=[CH:24][N:25]=1)=[O:9])[CH3:18], predict the reactants needed to synthesize it. The reactants are: [NH2:1][C:2]1[S:6][N:5]=[C:4]([CH3:7])[C:3]=1[C:8]([NH:10][C:11]1[CH:16]=[CH:15][CH:14]=[CH:13][C:12]=1[CH2:17][CH3:18])=[O:9].Cl[C:20]1[N:25]=[CH:24][N:23]=[C:22]([NH:26][CH3:27])[CH:21]=1.C(=O)([O-])[O-].[Cs+].[Cs+].CC1(C)C2C(=C(P(C3C=CC=CC=3)C3C=CC=CC=3)C=CC=2)OC2C(P(C3C=CC=CC=3)C3C=CC=CC=3)=CC=CC1=2.